From a dataset of Forward reaction prediction with 1.9M reactions from USPTO patents (1976-2016). Predict the product of the given reaction. (1) The product is: [CH3:4][O:5][C:6]1[CH:7]=[C:8]2[C:12](=[CH:13][CH:14]=1)[NH:11][CH:10]=[C:9]2/[C:15](=[CH:23]/[C:20]1[CH:21]=[CH:22][S:18][CH:19]=1)/[C:16]#[N:17]. Given the reactants C[O-].[Na+].[CH3:4][O:5][C:6]1[CH:7]=[C:8]2[C:12](=[CH:13][CH:14]=1)[NH:11][CH:10]=[C:9]2[CH2:15][C:16]#[N:17].[S:18]1[CH:22]=[CH:21][C:20]([CH:23]=O)=[CH:19]1, predict the reaction product. (2) Given the reactants [NH2:1][C:2]1[C:3]([CH3:8])=[CH:4][CH:5]=[CH:6][CH:7]=1.N1C=CC=CC=1.[F:15][C:16]([F:27])([F:26])[C:17](O[C:17](=[O:18])[C:16]([F:27])([F:26])[F:15])=[O:18], predict the reaction product. The product is: [F:15][C:16]([F:27])([F:26])[C:17]([NH:1][C:2]1[CH:7]=[CH:6][CH:5]=[CH:4][C:3]=1[CH3:8])=[O:18]. (3) Given the reactants C(OC([N:8]1[CH2:13][CH2:12][CH2:11][C@@H:10]([C:14](=[O:37])[NH:15][C:16]2[CH:21]=[C:20]([C:22]3[CH:27]=[CH:26][CH:25]=[C:24]([NH:28][CH2:29][CH:30]4[CH2:35][CH2:34][O:33][CH2:32][CH2:31]4)[N:23]=3)[C:19]([Cl:36])=[CH:18][N:17]=2)[CH2:9]1)=O)(C)(C)C.Cl.O1CCOCC1, predict the reaction product. The product is: [Cl:36][C:19]1[C:20]([C:22]2[CH:27]=[CH:26][CH:25]=[C:24]([NH:28][CH2:29][CH:30]3[CH2:35][CH2:34][O:33][CH2:32][CH2:31]3)[N:23]=2)=[CH:21][C:16]([NH:15][C:14]([C@@H:10]2[CH2:11][CH2:12][CH2:13][NH:8][CH2:9]2)=[O:37])=[N:17][CH:18]=1. (4) Given the reactants [CH2:1]([Mg]Cl)[CH2:2][CH3:3].C[Zn]C.[C:9]([O:12][C@@H:13]1[CH2:17][C:16](=[O:18])[CH:15]=[CH:14]1)(=[O:11])[CH3:10], predict the reaction product. The product is: [C:9]([O:12][C@H:13]1[C@H:14]([CH2:1][CH2:2][CH3:3])[CH2:15][C:16](=[O:18])[CH2:17]1)(=[O:11])[CH3:10]. (5) The product is: [F:1][C:2]1[C:7]([F:8])=[CH:6][CH:5]=[CH:4][C:3]=1[C:9]1[N:35]=[C:12]2[CH:13]=[N:14][N:15]([CH2:17][C:18]3[N:23]=[N:22][C:21]([C:24]4[CH:29]=[CH:28][C:27]([O:30][S:43]([C:46]([F:49])([F:48])[F:47])(=[O:45])=[O:44])=[CH:26][C:25]=4[C:31]([F:33])([F:34])[F:32])=[CH:20][CH:19]=3)[CH:16]=[C:11]2[N:10]=1. Given the reactants [F:1][C:2]1[C:7]([F:8])=[CH:6][CH:5]=[CH:4][C:3]=1[C:9]1[N:35]=[C:12]2[CH:13]=[N:14][N:15]([CH2:17][C:18]3[N:23]=[N:22][C:21]([C:24]4[CH:29]=[CH:28][C:27]([OH:30])=[CH:26][C:25]=4[C:31]([F:34])([F:33])[F:32])=[CH:20][CH:19]=3)[CH:16]=[C:11]2[N:10]=1.C1C=CC(N[S:43]([C:46]([F:49])([F:48])[F:47])(=[O:45])=[O:44])=CC=1.CN(C=O)C.CCN(C(C)C)C(C)C, predict the reaction product. (6) Given the reactants [C:1]([O:5][C:6](N1CC2(CCCC2)NCC1(C)C)=[O:7])([CH3:4])([CH3:3])[CH3:2].[CH3:20][CH:21]([CH3:26])[CH:22]([NH2:25])[CH2:23][NH2:24].[CH3:27][C:28]([CH3:32])(O)[C:29]#N, predict the reaction product. The product is: [C:1]([O:5][C:6]([N:25]1[CH2:27][C:28]([CH3:32])([CH3:29])[NH:24][CH2:23][CH:22]1[CH:21]([CH3:26])[CH3:20])=[O:7])([CH3:4])([CH3:3])[CH3:2].